From a dataset of NCI-60 drug combinations with 297,098 pairs across 59 cell lines. Regression. Given two drug SMILES strings and cell line genomic features, predict the synergy score measuring deviation from expected non-interaction effect. Drug 1: CC1C(C(CC(O1)OC2CC(OC(C2O)C)OC3=CC4=CC5=C(C(=O)C(C(C5)C(C(=O)C(C(C)O)O)OC)OC6CC(C(C(O6)C)O)OC7CC(C(C(O7)C)O)OC8CC(C(C(O8)C)O)(C)O)C(=C4C(=C3C)O)O)O)O. Drug 2: C1=NC2=C(N1)C(=S)N=CN2. Cell line: LOX IMVI. Synergy scores: CSS=68.2, Synergy_ZIP=-0.351, Synergy_Bliss=2.85, Synergy_Loewe=-2.64, Synergy_HSA=1.93.